Regression. Given a peptide amino acid sequence and an MHC pseudo amino acid sequence, predict their binding affinity value. This is MHC class I binding data. From a dataset of Peptide-MHC class I binding affinity with 185,985 pairs from IEDB/IMGT. The peptide sequence is IMRSERPQA. The MHC is HLA-A32:01 with pseudo-sequence HLA-A32:01. The binding affinity (normalized) is 0.101.